From a dataset of Full USPTO retrosynthesis dataset with 1.9M reactions from patents (1976-2016). Predict the reactants needed to synthesize the given product. (1) Given the product [N+:11]([C:8]1[C:9]2[O:10][CH2:15][O:1][C:2]=2[C:3]([CH:4]=[O:5])=[CH:6][CH:7]=1)([O-:13])=[O:12], predict the reactants needed to synthesize it. The reactants are: [OH:1][C:2]1[C:9]([OH:10])=[C:8]([N+:11]([O-:13])=[O:12])[CH:7]=[CH:6][C:3]=1[CH:4]=[O:5].Br[CH2:15]Cl.C(=O)([O-])[O-].[Cs+].[Cs+].Cl. (2) Given the product [CH2:13]([N:10]1[CH2:11][CH:12]=[C:7]([CH2:6][C:2]2[S:1][CH:5]=[CH:4][CH:3]=2)[CH2:8][CH2:9]1)[C:14]1[CH:19]=[CH:18][CH:17]=[CH:16][CH:15]=1, predict the reactants needed to synthesize it. The reactants are: [S:1]1[CH:5]=[CH:4][CH:3]=[C:2]1[CH2:6][C:7]1[CH:12]=[CH:11][N:10]=[CH:9][CH:8]=1.[CH2:13](Br)[C:14]1[CH:19]=[CH:18][CH:17]=[CH:16][CH:15]=1.[BH4-].[Na+].